From a dataset of Reaction yield outcomes from USPTO patents with 853,638 reactions. Predict the reaction yield, written as a fraction of the theoretical maximum amount of product (1.0 means a 100% yield; for example, 0.34 means a 34% yield). (1) The reactants are C(Cl)(=O)C(Cl)=O.CS(C)=O.[OH:11][CH:12]1[CH2:19][CH2:18][CH:17]2[CH2:20][CH:13]1[CH2:14][N:15]([C:21]([O:23][CH2:24][CH3:25])=[O:22])[CH2:16]2.C(N(CC)CC)C. The catalyst is ClCCl. The product is [O:11]=[C:12]1[CH2:19][CH2:18][CH:17]2[CH2:20][CH:13]1[CH2:14][N:15]([C:21]([O:23][CH2:24][CH3:25])=[O:22])[CH2:16]2. The yield is 0.450. (2) The reactants are C([O:3][C:4](=O)[CH2:5][CH2:6][C:7]1[CH:11]=[CH:10][S:9][C:8]=1[Br:12])C. The catalyst is C1(C)C=CC=CC=1. The product is [Br:12][C:8]1[S:9][CH:10]=[CH:11][C:7]=1[CH2:6][CH2:5][CH2:4][OH:3]. The yield is 0.990.